From a dataset of CYP3A4 inhibition data for predicting drug metabolism from PubChem BioAssay. Regression/Classification. Given a drug SMILES string, predict its absorption, distribution, metabolism, or excretion properties. Task type varies by dataset: regression for continuous measurements (e.g., permeability, clearance, half-life) or binary classification for categorical outcomes (e.g., BBB penetration, CYP inhibition). Dataset: cyp3a4_veith. (1) The drug is CNc1ncncc1-c1ccccc1C. The result is 1 (inhibitor). (2) The compound is CSCC[C@H](C=O)NC(=O)[C@H](CC(C)C)NC(=O)[C@H](CC(C)C)NC(C)=O. The result is 0 (non-inhibitor). (3) The compound is N#CCCn1c(=O)cnc2cnc(N3CCNCC3)nc21. The result is 0 (non-inhibitor). (4) The drug is Cc1nc2cnc(N3CCN(C)CC3)nc2n(-c2ccccc2)c1=O. The result is 0 (non-inhibitor). (5) The drug is N[C@H](Cc1cc(I)c(Oc2cc(I)c(O)c(I)c2)c(I)c1)C(=O)O. The result is 0 (non-inhibitor). (6) The drug is O=C(Nc1ccccc1N1CCN(C(=O)c2ccccc2)CC1)c1cc(Br)ccc1Cl. The result is 1 (inhibitor). (7) The drug is Cc1cc(C)nc(SCCc2cccc[n+]2C)n1. The result is 0 (non-inhibitor). (8) The drug is CCOC(=O)N/N=C/c1ccccc1F. The result is 0 (non-inhibitor). (9) The molecule is Nc1c(S(N)(=O)=O)cc(S(N)(=O)=O)cc1S(N)(=O)=O. The result is 0 (non-inhibitor).